This data is from Full USPTO retrosynthesis dataset with 1.9M reactions from patents (1976-2016). The task is: Predict the reactants needed to synthesize the given product. (1) Given the product [OH:38][CH:34]1[CH2:33][CH:32]2[N:37]([C:2]3[C:3]4[C:10]([C:11]5[CH:16]=[CH:15][CH:14]=[CH:13][CH:12]=5)=[C:9]([C:17]([O:19][CH3:20])=[O:18])[S:8][C:4]=4[N:5]=[CH:6][N:7]=3)[CH:36]([CH2:30][CH2:31]2)[CH2:35]1, predict the reactants needed to synthesize it. The reactants are: Cl[C:2]1[C:3]2[C:10]([C:11]3[CH:16]=[CH:15][CH:14]=[CH:13][CH:12]=3)=[C:9]([C:17]([O:19][CH3:20])=[O:18])[S:8][C:4]=2[N:5]=[CH:6][N:7]=1.CCN(C(C)C)C(C)C.[CH2:30]1[C@H:36]2[NH:37][C@H:32]([CH2:33][CH:34]([OH:38])[CH2:35]2)[CH2:31]1. (2) Given the product [Cl:1][C:2]1[N:7]=[C:6]([NH:8][C@H:9]2[CH2:14][CH2:13][C@H:12]([NH2:15])[CH2:11][CH2:10]2)[CH:5]=[C:4]([C:23]2[C:31]3[C:26](=[N:27][CH:28]=[C:29]([O:32][CH2:33][CH3:34])[CH:30]=3)[NH:25][CH:24]=2)[CH:3]=1, predict the reactants needed to synthesize it. The reactants are: [Cl:1][C:2]1[N:7]=[C:6]([NH:8][C@H:9]2[CH2:14][CH2:13][C@H:12]([NH:15]C(=O)OC(C)(C)C)[CH2:11][CH2:10]2)[CH:5]=[C:4]([C:23]2[C:31]3[C:26](=[N:27][CH:28]=[C:29]([O:32][CH2:33][CH3:34])[CH:30]=3)[N:25](S(C3C=CC=CC=3)(=O)=O)[CH:24]=2)[CH:3]=1.[OH-].[Na+].C(O)(C(F)(F)F)=O. (3) Given the product [Br:1][C:2]1[CH:7]=[CH:6][C:5]([C:8]2[N:9]=[C:10]([N:13]3[C:20](=[O:22])[CH:17]4[CH2:18][CH2:19][CH:14]3[CH2:15][CH2:16]4)[S:11][CH:12]=2)=[CH:4][CH:3]=1, predict the reactants needed to synthesize it. The reactants are: [Br:1][C:2]1[CH:7]=[CH:6][C:5]([C:8]2[N:9]=[C:10]([NH:13][CH:14]3[CH2:19][CH2:18][CH:17]([C:20]([OH:22])=O)[CH2:16][CH2:15]3)[S:11][CH:12]=2)=[CH:4][CH:3]=1.C(C1NC=CN=1)(C1NC=CN=1)=O. (4) Given the product [C:7]([O:11][C:12]([N:14]1[CH2:19][CH2:18][CH:17]([C:20]2[O:21][C:22]3[CH:28]=[CH:27][C:26]([C:37]4[CH:38]=[CH:39][C:34]([S:31]([CH3:30])(=[O:33])=[O:32])=[CH:35][CH:36]=4)=[CH:25][C:23]=3[CH:24]=2)[CH2:16][CH2:15]1)=[O:13])([CH3:10])([CH3:9])[CH3:8], predict the reactants needed to synthesize it. The reactants are: C([O-])([O-])=O.[Na+].[Na+].[C:7]([O:11][C:12]([N:14]1[CH2:19][CH2:18][CH:17]([C:20]2[O:21][C:22]3[CH:28]=[CH:27][C:26](Br)=[CH:25][C:23]=3[CH:24]=2)[CH2:16][CH2:15]1)=[O:13])([CH3:10])([CH3:9])[CH3:8].[CH3:30][S:31]([C:34]1[CH:39]=[CH:38][C:37](B(O)O)=[CH:36][CH:35]=1)(=[O:33])=[O:32]. (5) The reactants are: Br[CH2:2][C:3]([C:5]1[C:10]([F:11])=[CH:9][N:8]=[C:7]([Cl:12])[N:6]=1)=O.[C:13]([O-:16])(=O)[CH3:14].[NH4+:17]. Given the product [Cl:12][C:7]1[N:6]=[C:5]([C:3]2[NH:6][C:5]3[CH2:3][CH2:2][NH:17][C:13](=[O:16])[C:14]=3[CH:2]=2)[C:10]([F:11])=[CH:9][N:8]=1, predict the reactants needed to synthesize it. (6) Given the product [NH2:1][C:2]1[C:3]2[C:28]([NH:30][CH2:35][CH:32]3[CH2:34][CH2:33]3)([CH3:29])[C:27](=[O:31])[NH:26][C:4]=2[N:5]=[C:6]([C:8]2[C:16]3[C:11](=[N:12][CH:13]=[CH:14][CH:15]=3)[N:10]([CH2:17][CH2:18][C:19]([F:25])([F:24])[C:20]([F:22])([F:21])[F:23])[N:9]=2)[N:7]=1, predict the reactants needed to synthesize it. The reactants are: [NH2:1][C:2]1[C:3]2[C:28]([NH2:30])([CH3:29])[C:27](=[O:31])[NH:26][C:4]=2[N:5]=[C:6]([C:8]2[C:16]3[C:11](=[N:12][CH:13]=[CH:14][CH:15]=3)[N:10]([CH2:17][CH2:18][C:19]([F:25])([F:24])[C:20]([F:23])([F:22])[F:21])[N:9]=2)[N:7]=1.[CH:32]1([CH:35]=O)[CH2:34][CH2:33]1.C(O[BH-](OC(=O)C)OC(=O)C)(=O)C.[Na+]. (7) Given the product [C:1]12([CH2:11][C:12]([NH:15][N:16]3[C:21](=[O:22])[C:20]4[C:23]([CH3:27])=[C:24]([CH3:26])[S:25][C:19]=4[N:18]=[C:17]3[CH3:28])=[O:13])[CH2:10][CH:5]3[CH2:6][CH:7]([CH2:9][CH:3]([CH2:4]3)[CH2:2]1)[CH2:8]2, predict the reactants needed to synthesize it. The reactants are: [C:1]12([CH2:11][C:12](Cl)=[O:13])[CH2:10][CH:5]3[CH2:6][CH:7]([CH2:9][CH:3]([CH2:4]3)[CH2:2]1)[CH2:8]2.[NH2:15][N:16]1[C:21](=[O:22])[C:20]2[C:23]([CH3:27])=[C:24]([CH3:26])[S:25][C:19]=2[N:18]=[C:17]1[CH3:28]. (8) Given the product [F:18][C:13]1[CH:14]=[CH:15][CH:16]=[CH:17][C:12]=1[C:10]1[N:9]=[CH:8][N:7]=[C:6]([C:4](=[O:3])[CH3:5])[CH:11]=1, predict the reactants needed to synthesize it. The reactants are: C([O:3][C:4]([C:6]1[CH:11]=[C:10]([C:12]2[CH:17]=[CH:16][CH:15]=[CH:14][C:13]=2[F:18])[N:9]=[CH:8][N:7]=1)=[CH2:5])C.Cl.O. (9) The reactants are: [N+:1]([C:4]1[CH:8]=[CH:7][NH:6][N:5]=1)([O-:3])=[O:2].[CH3:9][C:10]1([CH3:13])[CH2:12][O:11]1.C(=O)([O-])[O-].[K+].[K+].CN(C=O)C. Given the product [CH3:9][C:10]([OH:11])([CH3:13])[CH2:12][N:6]1[CH:7]=[CH:8][C:4]([N+:1]([O-:3])=[O:2])=[N:5]1, predict the reactants needed to synthesize it. (10) Given the product [CH:4]([NH:3][C:32]1[N:33]=[CH:34][C:29]2[CH:28]=[C:27]([C:38]3[CH:43]=[CH:42][C:41]([C:44]4[CH:49]=[CH:48][CH:47]=[C:46]([CH3:50])[N:45]=4)=[CH:40][C:39]=3[CH3:51])[C:26](=[O:52])[N:25]([CH2:24][C:23]([N:20]3[CH2:21][CH2:22][N:17]([C:15]([O:14][C:10]([CH3:13])([CH3:12])[CH3:11])=[O:16])[CH2:18][CH2:19]3)=[O:53])[C:30]=2[N:31]=1)([CH3:6])[CH3:5], predict the reactants needed to synthesize it. The reactants are: CC[N:3](C(C)C)[CH:4]([CH3:6])[CH3:5].[C:10]([O:14][C:15]([N:17]1[CH2:22][CH2:21][N:20]([C:23](=[O:53])[CH2:24][N:25]2[C:30]3[N:31]=[C:32](S(C)=O)[N:33]=[CH:34][C:29]=3[CH:28]=[C:27]([C:38]3[CH:43]=[CH:42][C:41]([C:44]4[CH:49]=[CH:48][CH:47]=[C:46]([CH3:50])[N:45]=4)=[CH:40][C:39]=3[CH3:51])[C:26]2=[O:52])[CH2:19][CH2:18]1)=[O:16])([CH3:13])([CH3:12])[CH3:11].CC(N)C.